Dataset: Ames mutagenicity test results for genotoxicity prediction. Task: Regression/Classification. Given a drug SMILES string, predict its toxicity properties. Task type varies by dataset: regression for continuous values (e.g., LD50, hERG inhibition percentage) or binary classification for toxic/non-toxic outcomes (e.g., AMES mutagenicity, cardiotoxicity, hepatotoxicity). Dataset: ames. The molecule is CN[C@@H](C)Cc1ccccc1. The result is 0 (non-mutagenic).